Dataset: Reaction yield outcomes from USPTO patents with 853,638 reactions. Task: Predict the reaction yield, written as a fraction of the theoretical maximum amount of product (1.0 means a 100% yield; for example, 0.34 means a 34% yield). The reactants are [Cl:1][C:2]1[CH:3]=[C:4]([NH2:12])[C:5]([NH2:11])=[CH:6][C:7]=1[N+:8]([O-:10])=[O:9].[S:13](Cl)(Cl)=O.C([O-])(O)=O.[Na+]. The catalyst is ClCCl. The product is [Cl:1][C:2]1[C:7]([N+:8]([O-:10])=[O:9])=[CH:6][C:5]2=[N:11][S:13][N:12]=[C:4]2[CH:3]=1. The yield is 0.870.